From a dataset of NCI-60 drug combinations with 297,098 pairs across 59 cell lines. Regression. Given two drug SMILES strings and cell line genomic features, predict the synergy score measuring deviation from expected non-interaction effect. (1) Drug 1: COC1=NC(=NC2=C1N=CN2C3C(C(C(O3)CO)O)O)N. Drug 2: CNC(=O)C1=NC=CC(=C1)OC2=CC=C(C=C2)NC(=O)NC3=CC(=C(C=C3)Cl)C(F)(F)F. Cell line: MCF7. Synergy scores: CSS=-10.8, Synergy_ZIP=4.57, Synergy_Bliss=0.0727, Synergy_Loewe=-6.85, Synergy_HSA=-9.09. (2) Drug 1: COC1=CC(=CC(=C1O)OC)C2C3C(COC3=O)C(C4=CC5=C(C=C24)OCO5)OC6C(C(C7C(O6)COC(O7)C8=CC=CS8)O)O. Drug 2: C(CCl)NC(=O)N(CCCl)N=O. Cell line: 786-0. Synergy scores: CSS=12.3, Synergy_ZIP=-3.00, Synergy_Bliss=-4.14, Synergy_Loewe=-24.8, Synergy_HSA=-2.84.